From a dataset of Reaction yield outcomes from USPTO patents with 853,638 reactions. Predict the reaction yield, written as a fraction of the theoretical maximum amount of product (1.0 means a 100% yield; for example, 0.34 means a 34% yield). The reactants are [F:1][C:2]1[CH:7]=[CH:6][CH:5]=[CH:4][C:3]=1[N:8]1[CH2:13][C:12]2[CH:14]=[CH:15][CH:16]=[CH:17][C:11]=2[NH:10][S:9]1(=[O:19])=[O:18].[Br:20][CH:21](CC)[CH2:22]O. No catalyst specified. The product is [Br:20][CH2:21][CH2:22][N:10]1[C:11]2[CH:17]=[CH:16][CH:15]=[CH:14][C:12]=2[CH2:13][N:8]([C:3]2[CH:4]=[CH:5][CH:6]=[CH:7][C:2]=2[F:1])[S:9]1(=[O:19])=[O:18]. The yield is 0.480.